Dataset: NCI-60 drug combinations with 297,098 pairs across 59 cell lines. Task: Regression. Given two drug SMILES strings and cell line genomic features, predict the synergy score measuring deviation from expected non-interaction effect. (1) Drug 1: CNC(=O)C1=CC=CC=C1SC2=CC3=C(C=C2)C(=NN3)C=CC4=CC=CC=N4. Drug 2: CC(C)(C#N)C1=CC(=CC(=C1)CN2C=NC=N2)C(C)(C)C#N. Cell line: NCI-H460. Synergy scores: CSS=-7.95, Synergy_ZIP=-1.46, Synergy_Bliss=-7.75, Synergy_Loewe=-8.36, Synergy_HSA=-8.40. (2) Drug 1: CS(=O)(=O)C1=CC(=C(C=C1)C(=O)NC2=CC(=C(C=C2)Cl)C3=CC=CC=N3)Cl. Drug 2: C1=NC2=C(N=C(N=C2N1C3C(C(C(O3)CO)O)F)Cl)N. Cell line: IGROV1. Synergy scores: CSS=28.0, Synergy_ZIP=-2.60, Synergy_Bliss=4.54, Synergy_Loewe=-4.80, Synergy_HSA=4.24. (3) Drug 1: C1=CC(=CC=C1CC(C(=O)O)N)N(CCCl)CCCl.Cl. Drug 2: CC1C(C(CC(O1)OC2CC(CC3=C2C(=C4C(=C3O)C(=O)C5=CC=CC=C5C4=O)O)(C(=O)C)O)N)O. Cell line: SK-MEL-5. Synergy scores: CSS=53.8, Synergy_ZIP=-2.26, Synergy_Bliss=0.413, Synergy_Loewe=-25.5, Synergy_HSA=-1.54. (4) Drug 1: CC1=C(C(=CC=C1)Cl)NC(=O)C2=CN=C(S2)NC3=CC(=NC(=N3)C)N4CCN(CC4)CCO. Drug 2: CC12CCC3C(C1CCC2OP(=O)(O)O)CCC4=C3C=CC(=C4)OC(=O)N(CCCl)CCCl.[Na+]. Cell line: OVCAR-8. Synergy scores: CSS=5.33, Synergy_ZIP=-3.45, Synergy_Bliss=-4.02, Synergy_Loewe=-4.29, Synergy_HSA=-2.02. (5) Synergy scores: CSS=15.2, Synergy_ZIP=-3.00, Synergy_Bliss=-7.66, Synergy_Loewe=-9.52, Synergy_HSA=-7.04. Cell line: HCC-2998. Drug 1: CC(C)(C#N)C1=CC(=CC(=C1)CN2C=NC=N2)C(C)(C)C#N. Drug 2: C1C(C(OC1N2C=NC(=NC2=O)N)CO)O. (6) Drug 1: CC1=C(C(=O)C2=C(C1=O)N3CC4C(C3(C2COC(=O)N)OC)N4)N. Drug 2: CC12CCC3C(C1CCC2OP(=O)(O)O)CCC4=C3C=CC(=C4)OC(=O)N(CCCl)CCCl.[Na+]. Cell line: HOP-62. Synergy scores: CSS=51.5, Synergy_ZIP=3.45, Synergy_Bliss=-0.962, Synergy_Loewe=-51.3, Synergy_HSA=-2.50. (7) Drug 1: CN(CCCl)CCCl.Cl. Drug 2: CC1C(C(CC(O1)OC2CC(CC3=C2C(=C4C(=C3O)C(=O)C5=CC=CC=C5C4=O)O)(C(=O)C)O)N)O. Cell line: SN12C. Synergy scores: CSS=41.3, Synergy_ZIP=-6.05, Synergy_Bliss=-8.70, Synergy_Loewe=-5.80, Synergy_HSA=-2.74.